From a dataset of Catalyst prediction with 721,799 reactions and 888 catalyst types from USPTO. Predict which catalyst facilitates the given reaction. (1) Reactant: [BH4-].[Na+].C(O)C.C(=O)([O-])[O-].[Ca+2].[CH2:11]([C@@H:18]1[CH2:23][N:22]([CH2:24][C:25]2[CH:30]=[CH:29][CH:28]=[CH:27][CH:26]=2)[CH2:21][CH2:20][N:19]1[C:31]([C:33]1[CH:37]=[C:36]([CH3:38])[N:35]([C:39]2[CH:40]=[C:41]([N:45]3[CH2:50][CH2:49][CH:48]([C:51](OCC)=[O:52])[CH2:47][CH2:46]3)[CH:42]=[CH:43][CH:44]=2)[C:34]=1[C:56]1[CH:61]=[CH:60][CH:59]=[CH:58][CH:57]=1)=[O:32])[C:12]1[CH:17]=[CH:16][CH:15]=[CH:14][CH:13]=1. Product: [CH2:11]([C@@H:18]1[CH2:23][N:22]([CH2:24][C:25]2[CH:26]=[CH:27][CH:28]=[CH:29][CH:30]=2)[CH2:21][CH2:20][N:19]1[C:31]([C:33]1[CH:37]=[C:36]([CH3:38])[N:35]([C:39]2[CH:40]=[C:41]([N:45]3[CH2:46][CH2:47][CH:48]([CH2:51][OH:52])[CH2:49][CH2:50]3)[CH:42]=[CH:43][CH:44]=2)[C:34]=1[C:56]1[CH:57]=[CH:58][CH:59]=[CH:60][CH:61]=1)=[O:32])[C:12]1[CH:17]=[CH:16][CH:15]=[CH:14][CH:13]=1. The catalyst class is: 56. (2) The catalyst class is: 19. Reactant: [C:1]([O:5][C@@H:6]([C:11]1[C:42]([CH3:43])=[N:41][C:40]2=[CH:44][C:37]3=[N:38][N:39]2[C:12]=1[C:13]1[CH:47]=[C:46]2[C:16]([O:17][CH2:18][CH2:19][N:20]2[CH2:21][CH:22]=[CH:23][CH2:24][CH2:25][C:26]2[CH:27]=[CH:28][CH:29]=[CH:30][C:31]=2[C:32]2[CH:45]=[C:36]3[CH:35]=[CH:34][CH:33]=2)=[CH:15][C:14]=1[F:48])[C:7]([O:9][CH3:10])=[O:8])([CH3:4])([CH3:3])[CH3:2]. Product: [C:1]([O:5][C@@H:6]([C:11]1[C:42]([CH3:43])=[N:41][C:40]2=[CH:44][C:37]3=[N:38][N:39]2[C:12]=1[C:13]1[CH:47]=[C:46]2[C:16]([O:17][CH2:18][CH2:19][N:20]2[CH2:21][CH2:22][CH2:23][CH2:24][CH2:25][C:26]2[CH:27]=[CH:28][CH:29]=[CH:30][C:31]=2[C:32]2[CH:45]=[C:36]3[CH:35]=[CH:34][CH:33]=2)=[CH:15][C:14]=1[F:48])[C:7]([O:9][CH3:10])=[O:8])([CH3:4])([CH3:2])[CH3:3]. (3) Reactant: [F:1][C:2]([F:15])([F:14])[C:3]1[CH:11]=[C:10]2[C:6]([C:7]([CH:12]=[O:13])=[CH:8][NH:9]2)=[CH:5][CH:4]=1.[H-].[Na+].[CH3:18][O:19][C:20]1[CH:25]=[CH:24][C:23]([S:26](Cl)(=[O:28])=[O:27])=[CH:22][C:21]=1[N:30]1[CH2:35][CH2:34][N:33]([C:36](=[O:41])[C:37]([Cl:40])([Cl:39])[Cl:38])[CH2:32][CH2:31]1. Product: [CH3:18][O:19][C:20]1[CH:25]=[CH:24][C:23]([S:26]([N:9]2[C:10]3[C:6](=[CH:5][CH:4]=[C:3]([C:2]([F:14])([F:1])[F:15])[CH:11]=3)[C:7]([CH:12]=[O:13])=[CH:8]2)(=[O:27])=[O:28])=[CH:22][C:21]=1[N:30]1[CH2:35][CH2:34][N:33]([C:36](=[O:41])[C:37]([Cl:40])([Cl:39])[Cl:38])[CH2:32][CH2:31]1. The catalyst class is: 1.